From a dataset of Cav3 T-type calcium channel HTS with 100,875 compounds. Binary Classification. Given a drug SMILES string, predict its activity (active/inactive) in a high-throughput screening assay against a specified biological target. (1) The drug is S(=O)(=O)(N1CCC(CC1)C(=O)Nc1ccc(cc1)CC)c1c([nH]c(=O)[nH]c1=O)C. The result is 0 (inactive). (2) The compound is o1c(C(=O)Nc2c(c3ccccc3)cccc2)c(nc1)C. The result is 0 (inactive). (3) The drug is O=C(c1c(nc(Nc2nc3c(cc(c(c3)C)C)c(n2)C)nc1)C)C. The result is 0 (inactive).